This data is from Peptide-MHC class I binding affinity with 185,985 pairs from IEDB/IMGT. The task is: Regression. Given a peptide amino acid sequence and an MHC pseudo amino acid sequence, predict their binding affinity value. This is MHC class I binding data. The peptide sequence is FQPQSGNAM. The MHC is HLA-B48:01 with pseudo-sequence HLA-B48:01. The binding affinity (normalized) is 0.276.